Dataset: Catalyst prediction with 721,799 reactions and 888 catalyst types from USPTO. Task: Predict which catalyst facilitates the given reaction. (1) Reactant: [NH2:1][C:2]1[CH:7]=[CH:6][CH:5]=[CH:4][C:3]=1[C:8](=[O:10])[CH3:9].[C:11]([C:13]1[CH:20]=[CH:19][C:16]([CH:17]=O)=[CH:15][CH:14]=1)#[N:12].[OH-].[Na+]. Product: [NH2:1][C:2]1[CH:7]=[CH:6][CH:5]=[CH:4][C:3]=1[C:8](=[O:10])[CH:9]=[CH:17][C:16]1[CH:19]=[CH:20][C:13]([C:11]#[N:12])=[CH:14][CH:15]=1. The catalyst class is: 8. (2) Reactant: [CH:1]([C:3]1[NH:7][CH:6]=[C:5]([C:8]([O:10][CH2:11][CH3:12])=[O:9])[C:4]=1[CH3:13])=[O:2].[H-].[Na+].[CH2:16](Cl)[C:17]1[CH:24]=[CH:23][C:20]([O:21][CH3:22])=[CH:19][CH:18]=1.[NH4+].[Cl-]. Product: [CH:1]([C:3]1[N:7]([CH2:16][C:17]2[CH:24]=[CH:23][C:20]([O:21][CH3:22])=[CH:19][CH:18]=2)[CH:6]=[C:5]([C:8]([O:10][CH2:11][CH3:12])=[O:9])[C:4]=1[CH3:13])=[O:2]. The catalyst class is: 3. (3) Reactant: [Br:1][C:2]1[C:3]([C:9]2[S:10][CH:11]=[CH:12][CH:13]=2)=[N:4][C:5](Cl)=[N:6][CH:7]=1.C1COCC1.[CH2:19]([N:21](CC)CC)C.Cl.CN. Product: [Br:1][C:2]1[C:3]([C:9]2[S:10][CH:11]=[CH:12][CH:13]=2)=[N:4][C:5]([NH:21][CH3:19])=[N:6][CH:7]=1. The catalyst class is: 6. (4) The catalyst class is: 4. Product: [Br:1][C:2]1[CH:3]=[CH:4][C:5]([CH3:10])=[C:6]([CH2:8][Cl:13])[CH:7]=1. Reactant: [Br:1][C:2]1[CH:3]=[CH:4][C:5]([CH3:10])=[C:6]([CH2:8]O)[CH:7]=1.S(Cl)([Cl:13])=O. (5) Reactant: C1COCC1.[CH2:6]([O:8][C:9]1[CH:14]=[CH:13][C:12]([C:15]2[CH:20]=[CH:19][C:18]([CH2:21][NH:22][CH2:23][C:24]3[N:28]([C:29]4[CH:34]=[CH:33][CH:32]=[CH:31][C:30]=4[F:35])[C:27](=[O:36])[N:26]([C:37]4[CH:42]=[CH:41][C:40]([C:43]([F:46])([F:45])[F:44])=[CH:39][CH:38]=4)[N:25]=3)=[CH:17][CH:16]=2)=[CH:11][C:10]=1[CH2:47][C:48]([O:50]C)=[O:49])[CH3:7].[OH-].[Li+].C(O)(=O)CC(CC(O)=O)(C(O)=O)O. Product: [CH2:6]([O:8][C:9]1[CH:14]=[CH:13][C:12]([C:15]2[CH:20]=[CH:19][C:18]([CH2:21][NH:22][CH2:23][C:24]3[N:28]([C:29]4[CH:34]=[CH:33][CH:32]=[CH:31][C:30]=4[F:35])[C:27](=[O:36])[N:26]([C:37]4[CH:42]=[CH:41][C:40]([C:43]([F:45])([F:46])[F:44])=[CH:39][CH:38]=4)[N:25]=3)=[CH:17][CH:16]=2)=[CH:11][C:10]=1[CH2:47][C:48]([OH:50])=[O:49])[CH3:7]. The catalyst class is: 72. (6) Reactant: [CH2:1]([O:8][C:9]1[CH:17]=[CH:16][C:12]([C:13](O)=[O:14])=[CH:11][C:10]=1[C:18]([F:21])([F:20])[F:19])[C:2]1[CH:7]=[CH:6][CH:5]=[CH:4][CH:3]=1.[H-].[Al+3].[Li+].[H-].[H-].[H-]. Product: [CH2:1]([O:8][C:9]1[CH:17]=[CH:16][C:12]([CH2:13][OH:14])=[CH:11][C:10]=1[C:18]([F:19])([F:21])[F:20])[C:2]1[CH:3]=[CH:4][CH:5]=[CH:6][CH:7]=1. The catalyst class is: 1. (7) Reactant: C([O:3][C:4]([CH:6]1[CH2:11][CH2:10][N:9]([CH3:12])[CH:8]([S:13]([C:16]2[CH:21]=[CH:20][C:19]([O:22][CH2:23][C:24]3[CH:29]=[CH:28][C:27]([Cl:30])=[CH:26][CH:25]=3)=[CH:18][CH:17]=2)(=[O:15])=[O:14])[CH2:7]1)=[O:5])C.CO.[OH-].[Na+]. Product: [Cl:30][C:27]1[CH:26]=[CH:25][C:24]([CH2:23][O:22][C:19]2[CH:18]=[CH:17][C:16]([S:13]([CH:8]3[CH2:7][CH:6]([C:4]([OH:5])=[O:3])[CH2:11][CH2:10][N:9]3[CH3:12])(=[O:15])=[O:14])=[CH:21][CH:20]=2)=[CH:29][CH:28]=1. The catalyst class is: 1. (8) Reactant: [CH:1]1[C:13]2[CH:12]([CH2:14][O:15][C:16]([N:18]3[CH2:23][C@@H:22]([C:24](=[O:46])[NH:25][CH2:26][C:27]4([CH2:41][CH2:42][CH2:43][CH2:44][OH:45])[C:40]5[CH:39]=[CH:38][CH:37]=[CH:36][C:35]=5[O:34][C:33]5[C:28]4=[CH:29][CH:30]=[CH:31][CH:32]=5)[CH2:21][C@@H:20]([NH:47][S:48]([C:51]4[CH:56]=[CH:55][C:54]([O:57][CH3:58])=[C:53]([O:59][CH3:60])[CH:52]=4)(=[O:50])=[O:49])[CH2:19]3)=[O:17])[C:11]3[C:6](=[CH:7][CH:8]=[CH:9][CH:10]=3)[C:5]=2[CH:4]=[CH:3][CH:2]=1.CC(OI1(OC(C)=O)(OC(C)=O)OC(=O)C2C=CC=CC1=2)=O. Product: [CH:10]1[C:11]2[CH:12]([CH2:14][O:15][C:16]([N:18]3[CH2:23][C@@H:22]([C:24](=[O:46])[NH:25][CH2:26][C:27]4([CH2:41][CH2:42][CH2:43][CH:44]=[O:45])[C:40]5[CH:39]=[CH:38][CH:37]=[CH:36][C:35]=5[O:34][C:33]5[C:28]4=[CH:29][CH:30]=[CH:31][CH:32]=5)[CH2:21][C@@H:20]([NH:47][S:48]([C:51]4[CH:56]=[CH:55][C:54]([O:57][CH3:58])=[C:53]([O:59][CH3:60])[CH:52]=4)(=[O:50])=[O:49])[CH2:19]3)=[O:17])[C:13]3[C:5](=[CH:4][CH:3]=[CH:2][CH:1]=3)[C:6]=2[CH:7]=[CH:8][CH:9]=1. The catalyst class is: 2. (9) Reactant: [Cl:1][C:2]1[C:11]2[N:10]([CH3:12])[O:9][C@H:8]3[NH:13][C@H:14]([C:16]([O:18][C@@H:19]4[C@:28]5([OH:29])[C@@H:23]([C@H:24]([CH:31]([CH3:34])[CH2:32][OH:33])[CH2:25][CH2:26][C@H:27]5[CH3:30])[CH:22]=[C:21]([CH3:35])[C@H:20]4[O:36][C:37](=[O:39])[CH3:38])=[O:17])[CH2:15][C@@:7]3([OH:40])[C:6]=2[CH:5]=[CH:4][CH:3]=1.[C:41](O[C:41](=[O:45])[CH:42]([CH3:44])[CH3:43])(=[O:45])[CH:42]([CH3:44])[CH3:43].O. Product: [Cl:1][C:2]1[C:11]2[N:10]([CH3:12])[O:9][C@H:8]3[NH:13][C@H:14]([C:16]([O:18][C@@H:19]4[C@:28]5([OH:29])[C@@H:23]([C@@H:24]([CH:31]([CH3:34])[CH2:32][O:33][C:41](=[O:45])[CH:42]([CH3:44])[CH3:43])[CH2:25][CH2:26][C@H:27]5[CH3:30])[CH:22]=[C:21]([CH3:35])[C@H:20]4[O:36][C:37](=[O:39])[CH3:38])=[O:17])[CH2:15][C@@:7]3([OH:40])[C:6]=2[CH:5]=[CH:4][CH:3]=1. The catalyst class is: 119. (10) Reactant: C([O:3][C:4]([CH:6]1[CH2:11][CH2:10][N:9]([C:12]2[C:16]([Cl:17])=[N:15][S:14][N:13]=2)[CH2:8][CH2:7]1)=[O:5])C.[OH-].[Na+]. Product: [Cl:17][C:16]1[C:12]([N:9]2[CH2:10][CH2:11][CH:6]([C:4]([OH:5])=[O:3])[CH2:7][CH2:8]2)=[N:13][S:14][N:15]=1. The catalyst class is: 14.